This data is from Full USPTO retrosynthesis dataset with 1.9M reactions from patents (1976-2016). The task is: Predict the reactants needed to synthesize the given product. (1) Given the product [Br:16][CH2:15][C:14]1[CH:13]=[CH:12][C:6]([C:7]([O:9][CH2:10][CH3:11])=[O:8])=[CH:5][C:4]=1[O:3][CH2:1][CH3:2], predict the reactants needed to synthesize it. The reactants are: [CH2:1]([O:3][C:4]1[CH:5]=[C:6]([CH:12]=[CH:13][C:14]=1[CH3:15])[C:7]([O:9][CH2:10][CH3:11])=[O:8])[CH3:2].[Br:16]N1C(=O)CCC1=O.C(OCC)(=O)C. (2) Given the product [NH:50]1[C:58]2[C:53](=[C:54]([C:59]3[CH:60]=[C:61]([NH:65][C:23]([C:18]4[C:19](=[O:22])[O:20][C:21]5[C:16]([CH:17]=4)=[CH:15][CH:14]=[CH:13][C:12]=5[O:11][CH3:10])=[O:25])[CH:62]=[CH:63][CH:64]=3)[CH:55]=[CH:56][CH:57]=2)[CH:52]=[CH:51]1, predict the reactants needed to synthesize it. The reactants are: CCN(C(C)C)C(C)C.[CH3:10][O:11][C:12]1[CH:13]=[CH:14][CH:15]=[C:16]2[C:21]=1[O:20][C:19](=[O:22])[C:18]([C:23]([OH:25])=O)=[CH:17]2.CN(C(ON1N=NC2C=CC=NC1=2)=[N+](C)C)C.F[P-](F)(F)(F)(F)F.[NH:50]1[C:58]2[C:53](=[C:54]([C:59]3[CH:60]=[C:61]([NH2:65])[CH:62]=[CH:63][CH:64]=3)[CH:55]=[CH:56][CH:57]=2)[CH:52]=[CH:51]1. (3) Given the product [OH:12][C:8]1[CH:7]=[C:6]([NH:5][C:3]([NH2:2])=[S:4])[CH:11]=[CH:10][CH:9]=1, predict the reactants needed to synthesize it. The reactants are: [NH4+].[N:2]#[C:3][S-:4].[NH2:5][C:6]1[CH:7]=[C:8]([OH:12])[CH:9]=[CH:10][CH:11]=1. (4) Given the product [NH2:9][C:10]1[CH:11]=[C:12]([C:23]2[CH:22]=[C:21]3[C:26]([CH2:27][CH2:28][N:19]([C:12]4[C:13]5[C:18](=[N:17][CH:16]=[CH:15][CH:14]=5)[N:9]([OH:8])[C:10](=[O:40])[CH:11]=4)[CH2:20]3)=[CH:25][CH:24]=2)[CH:13]=[CH:41][CH:42]=1, predict the reactants needed to synthesize it. The reactants are: C([O:8][N:9]1[C:18]2[C:13](=[CH:14][CH:15]=[CH:16][N:17]=2)[C:12]([N:19]2[CH2:28][CH2:27][C:26]3[C:21](=[CH:22][C:23](C(NCCC4C=CC=CC=4)=O)=[CH:24][CH:25]=3)[CH2:20]2)=[CH:11][C:10]1=[O:40])C1C=CC=CC=1.[CH3:41][CH2:42]O. (5) Given the product [CH3:1][C@H:2]1[CH2:7][CH2:6][C@H:5]([C:8]([Cl:10])=[O:9])[CH2:4][CH2:3]1.[CH3:11][O:12][C:13]([C:15]1[S:16][C:17]([Br:31])=[CH:18][C:19]=1[N:20]([CH:21]1[CH2:22][CH2:23][C:24]2([O:28][CH2:27][CH2:26][O:25]2)[CH2:29][CH2:30]1)[C:8]([C@H:5]1[CH2:6][CH2:7][C@H:2]([CH3:1])[CH2:3][CH2:4]1)=[O:9])=[O:14], predict the reactants needed to synthesize it. The reactants are: [CH3:1][C@H:2]1[CH2:7][CH2:6][C@H:5]([C:8]([Cl:10])=[O:9])[CH2:4][CH2:3]1.[CH3:11][O:12][C:13]([C:15]1[S:16][C:17]([Br:31])=[CH:18][C:19]=1[NH:20][CH:21]1[CH2:30][CH2:29][C:24]2([O:28][CH2:27][CH2:26][O:25]2)[CH2:23][CH2:22]1)=[O:14].N1C=CC=CC=1.CO.